This data is from Retrosynthesis with 50K atom-mapped reactions and 10 reaction types from USPTO. The task is: Predict the reactants needed to synthesize the given product. (1) The reactants are: CNC(=O)c1c([N+](=O)[O-])c(C)nn1-c1c(Cl)cc(Cl)cc1Cl. Given the product CNC(=O)c1c(N)c(C)nn1-c1c(Cl)cc(Cl)cc1Cl, predict the reactants needed to synthesize it. (2) The reactants are: CC(C)Cn1c(CCCCN)nc2c(N)nc3ccccc3c21.O=C=Nc1ccccc1. Given the product CC(C)Cn1c(CCCCNC(=O)Nc2ccccc2)nc2c(N)nc3ccccc3c21, predict the reactants needed to synthesize it. (3) Given the product CC(C)(C)NC(=O)CCBr, predict the reactants needed to synthesize it. The reactants are: CC(C)(C)N.O=C(O)CCBr. (4) Given the product COC(=O)c1cccc(OCc2nc(-c3ccccc3)oc2C)n1, predict the reactants needed to synthesize it. The reactants are: COC(=O)c1cccc(Cl)n1.Cc1oc(-c2ccccc2)nc1CO. (5) The reactants are: COc1cc(C#N)ccc1O. Given the product N#Cc1ccc(O)c(O)c1, predict the reactants needed to synthesize it. (6) Given the product OCCCCNCc1ccccc1, predict the reactants needed to synthesize it. The reactants are: NCCCCO.O=Cc1ccccc1.